Dataset: In vitro SARS-CoV-2 activity screen of 1,480 approved drugs from Prestwick library. Task: Binary Classification. Given a drug SMILES string, predict its activity (active/inactive) in a high-throughput screening assay against a specified biological target. The molecule is OCCN(CCO)c1nc(N2CCCCC2)c2nc(N(CCO)CCO)nc(N3CCCCC3)c2n1. The result is 0 (inactive).